From a dataset of Full USPTO retrosynthesis dataset with 1.9M reactions from patents (1976-2016). Predict the reactants needed to synthesize the given product. (1) Given the product [NH2:1][CH:2]1[CH2:7][CH2:6][CH2:5][N:4]([C:8]2[N:13]([CH2:14][C:15]3[CH:22]=[CH:21][CH:20]=[CH:19][C:16]=3[C:17]#[N:18])[C:12](=[O:23])[N:11]([CH2:24][C:36]3[NH:40][C:39]4[CH:41]=[CH:42][CH:43]=[CH:44][C:38]=4[N:37]=3)[C:10](=[O:33])[CH:9]=2)[CH2:3]1, predict the reactants needed to synthesize it. The reactants are: [NH2:1][C@@H:2]1[CH2:7][CH2:6][CH2:5][N:4]([C:8]2[N:13]([CH2:14][C:15]3[CH:22]=[CH:21][CH:20]=[CH:19][C:16]=3[C:17]#[N:18])[C:12](=[O:23])[N:11]([CH2:24]C3C=CC=C(C#N)C=3)[C:10](=[O:33])[CH:9]=2)[CH2:3]1.ClC[C:36]1[NH:37][C:38]2[CH:44]=[CH:43][CH:42]=[CH:41][C:39]=2[N:40]=1. (2) Given the product [CH:18]([C:15]1[CH:14]=[CH:13][C:3]([C:4]([O:6][CH2:7][CH3:8])=[O:5])=[CH:2][CH:16]=1)=[CH2:19], predict the reactants needed to synthesize it. The reactants are: F[C:2]1[CH:16]=[C:15](I)[CH:14]=[CH:13][C:3]=1[C:4]([O:6][CH2:7][CH2:8][Si](C)(C)C)=[O:5].[CH:18](C1C=CC(C(O)=O)=CC=1)=[CH2:19]. (3) The reactants are: [N:1]1([C:5]([C:7]2[CH:8]=[C:9]([NH:13][C:14]3[C:23]4[C:22](=[O:24])[N:21]([CH:25]5[CH2:27][CH2:26]5)[C:20](=[O:28])[N:19]([C:29]5[CH:34]=[CH:33][C:32]([I:35])=[CH:31][C:30]=5[F:36])[C:18]=4[N:17]([CH3:37])[C:16](=[O:38])[C:15]=3[CH3:39])[CH:10]=[CH:11][CH:12]=2)=[O:6])[CH2:4][CH2:3][CH2:2]1.C[O-].[Na+]. Given the product [N:1]1([C:5]([C:7]2[CH:8]=[C:9]([N:13]3[C:14]4=[C:15]([CH3:39])[C:16](=[O:38])[N:17]([CH3:37])[C:18]([NH:19][C:29]5[CH:34]=[CH:33][C:32]([I:35])=[CH:31][C:30]=5[F:36])=[C:23]4[C:22](=[O:24])[N:21]([CH:25]4[CH2:27][CH2:26]4)[C:20]3=[O:28])[CH:10]=[CH:11][CH:12]=2)=[O:6])[CH2:2][CH2:3][CH2:4]1, predict the reactants needed to synthesize it.